From a dataset of Acute oral toxicity (LD50) regression data from Zhu et al.. Regression/Classification. Given a drug SMILES string, predict its toxicity properties. Task type varies by dataset: regression for continuous values (e.g., LD50, hERG inhibition percentage) or binary classification for toxic/non-toxic outcomes (e.g., AMES mutagenicity, cardiotoxicity, hepatotoxicity). Dataset: ld50_zhu. (1) The drug is COS(=O)(=O)OC. The rat oral LD50 is 2.79, given as -log10 of the dose in mol/kg body weight (higher means more acutely toxic). (2) The compound is ClC1=C(Cl)C2(Cl)C3C4CC(C5OC45)C3C1(Cl)C2(Cl)Cl. The rat oral LD50 is 4.00, given as -log10 of the dose in mol/kg body weight (higher means more acutely toxic). (3) The drug is CC1CCCCN1N=O. The rat oral LD50 is 2.33, given as -log10 of the dose in mol/kg body weight (higher means more acutely toxic). (4) The drug is O=C(O)c1c(Cl)c(Cl)c(Cl)c(Cl)c1C(=O)Nc1cccc(Cl)c1Cl. The rat oral LD50 is 2.28, given as -log10 of the dose in mol/kg body weight (higher means more acutely toxic). (5) The compound is CCOP(=S)(OCC)Oc1ccc([N+](=O)[O-])c(C)c1. The rat oral LD50 is 4.49, given as -log10 of the dose in mol/kg body weight (higher means more acutely toxic). (6) The rat oral LD50 is 3.06, given as -log10 of the dose in mol/kg body weight (higher means more acutely toxic). The compound is Cc1oncc1C(=O)Nc1ccc(C(F)(F)F)cc1.